From a dataset of Full USPTO retrosynthesis dataset with 1.9M reactions from patents (1976-2016). Predict the reactants needed to synthesize the given product. (1) Given the product [NH2:7][CH:8]([C:17]1[CH:22]=[CH:21][CH:20]=[CH:19][CH:18]=1)[C:9]([N:11]1[CH2:12][CH2:13][O:14][CH2:15][CH2:16]1)=[O:10], predict the reactants needed to synthesize it. The reactants are: C(OC(=O)[NH:7][CH:8]([C:17]1[CH:22]=[CH:21][CH:20]=[CH:19][CH:18]=1)[C:9]([N:11]1[CH2:16][CH2:15][O:14][CH2:13][CH2:12]1)=[O:10])(C)(C)C.C(O)(C(F)(F)F)=O.C([O-])(O)=O.[Na+]. (2) Given the product [CH3:1][O:2][C:3]1[C:4]([N:9]2[CH2:10][CH2:11][CH:12]([C:15]([N:37]3[CH2:36][CH2:35][C:34]4[N:33]=[C:32]([N:38]5[CH2:39][CH2:40][O:41][CH2:42][CH2:43]5)[NH:31][C:30]=4[C:29]4[CH:44]=[C:25]([CH3:24])[CH:26]=[CH:27][C:28]3=4)=[O:17])[CH2:13][CH2:14]2)=[N:5][CH:6]=[CH:7][CH:8]=1, predict the reactants needed to synthesize it. The reactants are: [CH3:1][O:2][C:3]1[C:4]([N:9]2[CH2:14][CH2:13][CH:12]([C:15]([OH:17])=O)[CH2:11][CH2:10]2)=[N:5][CH:6]=[CH:7][CH:8]=1.C(Cl)(=O)C(Cl)=O.[CH3:24][C:25]1[CH:26]=[CH:27][C:28]2[NH:37][CH2:36][CH2:35][C:34]3[N:33]=[C:32]([N:38]4[CH2:43][CH2:42][O:41][CH2:40][CH2:39]4)[NH:31][C:30]=3[C:29]=2[CH:44]=1.C(N(CC)CC)C. (3) Given the product [CH3:8][O:9][C:10]1[CH:11]=[C:12]([CH:15]=[CH:16][CH:17]=1)[CH2:13][N:1]1[CH2:6][CH2:5][C:4](=[O:7])[CH2:3][CH2:2]1, predict the reactants needed to synthesize it. The reactants are: [NH:1]1[CH2:6][CH2:5][C:4](=[O:7])[CH2:3][CH2:2]1.[CH3:8][O:9][C:10]1[CH:11]=[C:12]([CH:15]=[CH:16][CH:17]=1)[CH2:13]Cl.